From a dataset of NCI-60 drug combinations with 297,098 pairs across 59 cell lines. Regression. Given two drug SMILES strings and cell line genomic features, predict the synergy score measuring deviation from expected non-interaction effect. Drug 1: C1=CN(C(=O)N=C1N)C2C(C(C(O2)CO)O)O.Cl. Drug 2: CCC1(C2=C(COC1=O)C(=O)N3CC4=CC5=C(C=CC(=C5CN(C)C)O)N=C4C3=C2)O.Cl. Cell line: HL-60(TB). Synergy scores: CSS=88.7, Synergy_ZIP=2.69, Synergy_Bliss=3.53, Synergy_Loewe=2.84, Synergy_HSA=5.14.